This data is from Experimentally validated miRNA-target interactions with 360,000+ pairs, plus equal number of negative samples. The task is: Binary Classification. Given a miRNA mature sequence and a target amino acid sequence, predict their likelihood of interaction. (1) The miRNA is hsa-miR-552-3p with sequence AACAGGUGACUGGUUAGACAA. The protein sequence of the target gene is MSCQQSQQQCQPPPKCTPKCPPKCPTPKCPPKCPPKCPPVSSCCSVSSGGCCGSSSGGGCSSGGGGCCLSHHRRHRSHRHRLQSSGCCSQPSGGSSCCGGDSGQHSGGCC. Result: 1 (interaction). (2) The miRNA is hsa-miR-6511b-3p with sequence CCUCACCACCCCUUCUGCCUGCA. The protein sequence of the target gene is MSETDHIASTSSDKNVGKTPELKEDSCNLFSGNESSKLENESKLLSLNTDKTLCQPNEHNNRIEAQENYIPDHGGGEDSCAKTDTGSENSEQIANFPSGNFAKHISKTNETEQKVTQILVELRSSTFPESANEKTYSESPYDTDCTKKFISKIKSVSASEDLLEEIESELLSTEFAEHRVPNGMNKGEHALVLFEKCVQDKYLQQEHIIKKLIKENKKHQELFVDICSEKDNLREELKKRTETEKQHMNTIKQLESRIEELNKEVKASRDQLIAQDVTAKNAVQQLHKEMAQRMEQANKK.... Result: 0 (no interaction). (3) The miRNA is hsa-miR-6131 with sequence GGCUGGUCAGAUGGGAGUG. The protein sequence of the target gene is MGLIFAKLWSLFCNQEHKVIIVGLDNAGKTTILYQFLMNEVVHTSPTIGSNVEEIVVKNTHFLMWDIGGQESLRSSWNTYYSNTEFIILVVDSIDRERLAITKEELYRMLAHEDLRKAAVLIFANKQDMKGCMTAAEISKYLTLSSIKDHPWHIQSCCALTGEGLCQGLEWMTSRIGVR. Result: 1 (interaction). (4) The miRNA is hsa-miR-3150a-5p with sequence CAACCUCGACGAUCUCCUCAGC. The protein sequence of the target gene is MEESSSVAMLVPDIGEQEAILTAESIISPSLEIDEQRKTKPDPLIHVIQKLSKIVENEKSQKCLLIGKKRPRSSAATHSLETQELCEIPAKVIQSPAADTRRAEMSQTNFTPDTLAQNEGKAMSYQCSLCKFLSSSFSVLKDHIKQHGQQNEVILMCSECHITSRSQEELEAHVVNDHDNDANIHTQSKAQQCVSPSSSLCRKTTERNETIPDIPVSVDNLQTHTVQTASVAEMGRRKWYAYEQYGMYRCLFCSYTCGQQRMLKTHAWKHAGEVDCSYPIFENENEPLGLLDSSAAAAPG.... Result: 1 (interaction). (5) The miRNA is hsa-miR-633 with sequence CUAAUAGUAUCUACCACAAUAAA. The protein sequence of the target gene is MQQKTKLFLQALKYSIPHLGKCMQKQHLNHYNFADHCYNRIKLKKYHLTKCLQNKPKISELARNIPSRSFSCKDLQPVKQENEKPLPENMDAFEKVRTKLETQPQEEYEIINVEVKHGGFVYYQEGCCLVRSKDEEADNDNYEVLFNLEELKLDQPFIDCIRVAPDEKYVAAKIRTEDSEASTCVIIKLSDQPVMEASFPNVSSFEWVKDEEDEDVLFYTFQRNLRCHDVYRATFGDNKRNERFYTEKDPSYFVFLYLTKDSRFLTINIMNKTTSEVWLIDGLSPWDPPVLIQKRIHGVL.... Result: 1 (interaction). (6) The miRNA is cel-miR-1820-5p with sequence UUUUGAUUGUUUUUCGAUGAUGUUCG. The protein sequence of the target gene is MSAMEAADVFHRARGRTLDAFSSEKEREWKGPFYFVQGADTQFGLMKAWSTGNCDAGGDEWGQEIRLTEQAVEAINKLNPKPKFFVLCGDLVHAMPGTPWRQEQTRDLQRVLKAVDQDIPLVMVSGNHDLGNAPTAETVEEFCQTWGDDYFSFWVGGVLFLVLNSQFLYDASRCPALKQAQDHWLDQQLNIAEQKQCQHAIVFQHIPLFLQSIDEDDDYFNLTKTVRKELAEKLTRAGIRAVFSGHYHRNAGGTYQNLDMVVSSAIGCQLGKDTHGLRVVAITAEKIVHRYYSLDELSQG.... Result: 0 (no interaction).